From a dataset of Catalyst prediction with 721,799 reactions and 888 catalyst types from USPTO. Predict which catalyst facilitates the given reaction. (1) Reactant: [CH2:1]([C@H:4]1[CH2:9][CH2:8][C@H:7]([C@H:10]2[CH2:15][CH2:14][C@H:13]([CH2:16][CH2:17][CH:18]3OCCC[O:19]3)[CH2:12][CH2:11]2)[CH2:6][CH2:5]1)[CH2:2][CH3:3].C(O)=O. Product: [CH2:1]([C@H:4]1[CH2:9][CH2:8][C@H:7]([C@H:10]2[CH2:15][CH2:14][C@H:13]([CH2:16][CH2:17][CH:18]=[O:19])[CH2:12][CH2:11]2)[CH2:6][CH2:5]1)[CH2:2][CH3:3]. The catalyst class is: 11. (2) Reactant: [F:1][C:2]1[CH:3]=[C:4]([CH:9]2[C:16]3[CH:15]=[C:14]([C:17]([O:19]C)=[O:18])[NH:13][C:12]=3[CH2:11][CH2:10]2)[CH:5]=[C:6]([F:8])[CH:7]=1.O.[OH-].[Li+].O. Product: [F:1][C:2]1[CH:3]=[C:4]([CH:9]2[C:16]3[CH:15]=[C:14]([C:17]([OH:19])=[O:18])[NH:13][C:12]=3[CH2:11][CH2:10]2)[CH:5]=[C:6]([F:8])[CH:7]=1. The catalyst class is: 5. (3) Reactant: Br[C:2]1[CH:7]=[CH:6][CH:5]=[CH:4][C:3]=1[CH2:8][CH2:9][C:10]([N:12]([CH:22]([CH3:24])[CH3:23])[NH:13][C:14](=[O:21])[C:15]1[CH:20]=[CH:19][CH:18]=[CH:17][CH:16]=1)=[O:11].C([O-])([O-])=O.[Na+].[Na+].[Cl:31][C:32]1[CH:33]=[C:34](B(O)O)[CH:35]=[CH:36][CH:37]=1. Product: [Cl:31][C:32]1[CH:37]=[C:36]([C:2]2[CH:7]=[CH:6][CH:5]=[CH:4][C:3]=2[CH2:8][CH2:9][C:10]([N:12]([CH:22]([CH3:24])[CH3:23])[NH:13][C:14](=[O:21])[C:15]2[CH:20]=[CH:19][CH:18]=[CH:17][CH:16]=2)=[O:11])[CH:35]=[CH:34][CH:33]=1. The catalyst class is: 57. (4) Reactant: [CH3:1][C:2]1[C:6]([C:7]2[C:16]3[C:11](=[CH:12][CH:13]=[CH:14][CH:15]=3)[CH:10]=[CH:9][CH:8]=2)=[C:5]([S:17][CH2:18][C:19]([O:21]CC)=[O:20])[O:4][N:3]=1.[OH-].[Na+]. Product: [CH3:1][C:2]1[C:6]([C:7]2[C:16]3[C:11](=[CH:12][CH:13]=[CH:14][CH:15]=3)[CH:10]=[CH:9][CH:8]=2)=[C:5]([S:17][CH2:18][C:19]([OH:21])=[O:20])[O:4][N:3]=1. The catalyst class is: 5. (5) Reactant: [CH2:1]([C@@H:3]1[CH2:8][N:7]([CH2:9][C:10]2[CH:15]=[CH:14][CH:13]=[CH:12][CH:11]=2)[C@H:6]([CH3:16])[CH2:5][NH:4]1)[CH3:2].C=O.[C:19](O[BH-](OC(=O)C)OC(=O)C)(=O)C.[Na+]. Product: [CH2:1]([C@@H:3]1[CH2:8][N:7]([CH2:9][C:10]2[CH:15]=[CH:14][CH:13]=[CH:12][CH:11]=2)[C@H:6]([CH3:16])[CH2:5][N:4]1[CH3:19])[CH3:2]. The catalyst class is: 4. (6) Reactant: Br[C:2]1[CH:24]=[CH:23][C:5]([O:6][CH2:7][CH:8]2[CH2:13][CH2:12][N:11]([CH2:14][C:15]3([C:19]([F:22])([F:21])[F:20])[CH2:18][CH2:17][CH2:16]3)[CH2:10][CH2:9]2)=[C:4]([F:25])[CH:3]=1.[CH2:26]([O:28][C:29]([C:31]1[CH:36]=[CH:35][C:34](B(O)O)=[CH:33][C:32]=1[F:40])=[O:30])[CH3:27].C([O-])([O-])=O.[Cs+].[Cs+].COCCOC. Product: [F:40][C:32]1[CH:33]=[C:34]([C:2]2[CH:24]=[CH:23][C:5]([O:6][CH2:7][CH:8]3[CH2:9][CH2:10][N:11]([CH2:14][C:15]4([C:19]([F:20])([F:22])[F:21])[CH2:18][CH2:17][CH2:16]4)[CH2:12][CH2:13]3)=[C:4]([F:25])[CH:3]=2)[CH:35]=[CH:36][C:31]=1[C:29]([O:28][CH2:26][CH3:27])=[O:30]. The catalyst class is: 263.